Dataset: Full USPTO retrosynthesis dataset with 1.9M reactions from patents (1976-2016). Task: Predict the reactants needed to synthesize the given product. (1) Given the product [Cl:1][C:2]1[C:3](=[O:33])[N:4]([CH2:21][CH2:22][C:23]2[CH:24]=[CH:25][C:26]([C:27]([OH:29])=[O:28])=[CH:31][CH:32]=2)[C:5]([CH2:9][N:10]([C:12]2[CH:17]=[CH:16][CH:15]=[C:14]([CH:18]([CH3:19])[CH3:20])[CH:13]=2)[CH3:11])=[C:6]([Cl:8])[CH:7]=1, predict the reactants needed to synthesize it. The reactants are: [Cl:1][C:2]1[C:3](=[O:33])[N:4]([CH2:21][CH2:22][C:23]2[CH:32]=[CH:31][C:26]([C:27]([O:29]C)=[O:28])=[CH:25][CH:24]=2)[C:5]([CH2:9][N:10]([C:12]2[CH:17]=[CH:16][CH:15]=[C:14]([CH:18]([CH3:20])[CH3:19])[CH:13]=2)[CH3:11])=[C:6]([Cl:8])[CH:7]=1.Cl.C(Cl)(Cl)Cl.O. (2) Given the product [CH3:22][C:2]1([CH3:1])[CH2:7][N:6]([S:32]([CH3:35])(=[O:34])=[O:33])[CH:5]([CH2:8][C:9]([NH:11][C:12]2[CH:17]=[CH:16][C:15]([CH:18]([CH3:19])[CH3:20])=[CH:14][CH:13]=2)=[O:10])[C:4](=[O:21])[O:3]1, predict the reactants needed to synthesize it. The reactants are: [CH3:1][C:2]1([CH3:22])[CH2:7][NH:6][CH:5]([CH2:8][C:9]([NH:11][C:12]2[CH:17]=[CH:16][C:15]([CH:18]([CH3:20])[CH3:19])=[CH:14][CH:13]=2)=[O:10])[C:4](=[O:21])[O:3]1.C(N(C(C)C)CC)(C)C.[S:32](Cl)([CH3:35])(=[O:34])=[O:33]. (3) The reactants are: COP([CH2:7][C:8]([O:10][C:11]([CH3:14])([CH3:13])[CH3:12])=[O:9])(OC)=O.[H-].[Na+].[F:17][C:18]([F:24])([F:23])[CH:19]([CH3:22])[CH:20]=O. Given the product [F:17][C:18]([F:24])([F:23])[CH:19]([CH3:22])/[CH:20]=[CH:7]/[C:8]([O:10][C:11]([CH3:14])([CH3:13])[CH3:12])=[O:9], predict the reactants needed to synthesize it. (4) The reactants are: C([N:8]1[CH2:13][CH2:12][CH:11]([N:14]2[C:22]3[C:17](=[N:18][CH:19]=[N:20][CH:21]=3)[NH:16][C:15]2=[O:23])[CH2:10][CH2:9]1)C1C=CC=CC=1.[ClH:24]. Given the product [ClH:24].[NH:8]1[CH2:13][CH2:12][CH:11]([N:14]2[C:22]3[C:17](=[N:18][CH:19]=[N:20][CH:21]=3)[NH:16][C:15]2=[O:23])[CH2:10][CH2:9]1, predict the reactants needed to synthesize it. (5) Given the product [Br:47][C:45]1[CH:44]=[CH:43][C:42]([CH3:48])=[C:41]([N:40]2[CH2:27][CH2:28][N:29]([C:30]([O:32][C:33]([CH3:36])([CH3:35])[CH3:34])=[O:31])[CH2:37][C:38]2=[O:39])[CH:46]=1, predict the reactants needed to synthesize it. The reactants are: CC1C=CC=CC=1N1CCN(C(OC(C)(C)C)=O)CC1=O.CS(O[CH2:27][CH2:28][N:29]([CH2:37][C:38]([NH:40][C:41]1[CH:46]=[C:45]([Br:47])[CH:44]=[CH:43][C:42]=1[CH3:48])=[O:39])[C:30]([O:32][C:33]([CH3:36])([CH3:35])[CH3:34])=[O:31])(=O)=O.[H-].[Na+].CO. (6) Given the product [F:7][C:8]([F:18])([F:19])[CH:9]([C:11]1[CH:16]=[CH:15][C:1]([S:2][S:3][CH3:6])=[CH:13][CH:12]=1)[OH:10], predict the reactants needed to synthesize it. The reactants are: [CH3:1][S:2][S:3]([CH3:6])(=O)=O.[F:7][C:8]([F:19])([F:18])[CH:9]([C:11]1[CH:16]=[CH:15]C(S)=[CH:13][CH:12]=1)[OH:10]. (7) Given the product [O:1]1[C:6]2[CH:7]=[CH:8][CH:9]=[CH:10][C:5]=2[O:4][CH2:3][C@@H:2]1[CH2:11][N:12]1[CH2:17][CH2:16][CH2:15][C@@:14]([CH2:19][O:20][CH3:23])([CH3:18])[CH2:13]1, predict the reactants needed to synthesize it. The reactants are: [O:1]1[C:6]2[CH:7]=[CH:8][CH:9]=[CH:10][C:5]=2[O:4][CH2:3][C@@H:2]1[CH2:11][N:12]1[CH2:17][CH2:16][CH2:15][C@@:14]([CH2:19][OH:20])([CH3:18])[CH2:13]1.[OH-].[Na+].[CH3:23]I.[Na+].[Cl-]. (8) Given the product [Cl:3][C:7]1[N:8]=[C:9]2[NH:16][C@:15]([CH3:21])([C:17]([F:20])([F:19])[F:18])[CH2:14][N:10]2[C:11](=[O:13])[CH:12]=1, predict the reactants needed to synthesize it. The reactants are: P(Cl)(Cl)([Cl:3])=O.O[C:7]1[N:8]=[C:9]2[NH:16][C@:15]([CH3:21])([C:17]([F:20])([F:19])[F:18])[CH2:14][N:10]2[C:11](=[O:13])[CH:12]=1.[OH-].[Na+].